From a dataset of Reaction yield outcomes from USPTO patents with 853,638 reactions. Predict the reaction yield, written as a fraction of the theoretical maximum amount of product (1.0 means a 100% yield; for example, 0.34 means a 34% yield). The reactants are [CH2:1]([O:8][C:9]1[CH:14]=[CH:13][C:12]([C:15]2[CH:20]([F:21])[CH2:19][N:18]([C:22]([O:24][C:25]([CH3:28])([CH3:27])[CH3:26])=[O:23])[CH2:17][CH:16]=2)=[CH:11][CH:10]=1)[C:2]1[CH:7]=[CH:6][CH:5]=[CH:4][CH:3]=1. The catalyst is C(OCC)(=O)C.[Pd]. The product is [CH2:1]([O:8][C:9]1[CH:10]=[CH:11][C:12]([C@H:15]2[CH2:16][CH2:17][N:18]([C:22]([O:24][C:25]([CH3:27])([CH3:26])[CH3:28])=[O:23])[CH2:19][C@H:20]2[F:21])=[CH:13][CH:14]=1)[C:2]1[CH:3]=[CH:4][CH:5]=[CH:6][CH:7]=1. The yield is 0.770.